The task is: Binary Classification. Given a drug SMILES string, predict its activity (active/inactive) in a high-throughput screening assay against a specified biological target.. This data is from HIV replication inhibition screening data with 41,000+ compounds from the AIDS Antiviral Screen. (1) The compound is O=c1cc(O)c2ccc(O)cc2o1. The result is 0 (inactive). (2) The compound is CCOC(=O)N1CC2OC(n3cc(C)c(=O)[nH]c3=O)CC2O1. The result is 0 (inactive). (3) The molecule is COc1ccc(Nc2ccnc(O)c2NC(C)=O)cc1. The result is 0 (inactive). (4) The drug is CCCC(=O)c1ccc(=O)n(C)c1. The result is 0 (inactive). (5) The drug is O=C1c2ccccc2-c2cccc3cccc1c23. The result is 0 (inactive). (6) The drug is COC1=CC(=Nc2c(Cl)cc(Cl)cc2OC(=O)c2ccc([N+](=O)[O-])cc2)C=C(OC)C1=O. The result is 0 (inactive).